Dataset: Full USPTO retrosynthesis dataset with 1.9M reactions from patents (1976-2016). Task: Predict the reactants needed to synthesize the given product. (1) Given the product [Br:1][C:2]1[CH:3]=[CH:4][C:5]([O:10][C:11]2[CH:16]=[CH:15][C:14]([CH2:17][CH2:18][CH2:19][O:20][Si:25]([C:21]([CH3:24])([CH3:23])[CH3:22])([CH3:28])[CH3:27])=[CH:13][CH:12]=2)=[C:6]([CH:9]=1)[CH:7]=[O:8], predict the reactants needed to synthesize it. The reactants are: [Br:1][C:2]1[CH:3]=[CH:4][C:5]([O:10][C:11]2[CH:16]=[CH:15][C:14]([CH2:17][CH2:18][CH2:19][OH:20])=[CH:13][CH:12]=2)=[C:6]([CH:9]=1)[CH:7]=[O:8].[C:21]([Si:25]([CH3:28])([CH3:27])Cl)([CH3:24])([CH3:23])[CH3:22].N1C=CN=C1. (2) The reactants are: [CH:1]1([C:10]([OH:12])=[O:11])[CH2:6][CH2:5][CH:4](C(O)=O)[CH2:3][CH2:2]1.[C:13](C1C(C(O)=O)=CC=CC=1C(O)=O)([CH3:16])([CH3:15])[CH3:14].C1(CO)CCC(CO)CC1.OCC(C)(CO)C.C(C(CO)(CO)CC)O.[C:55]([O-:58])(=[O:57])C.[Sb+3].C([O-])(=O)C.C([O-])(=O)C. Given the product [CH2:1]1[CH2:6][CH2:5][CH2:4][CH2:3][CH2:2]1.[C:10]([O:12][C:13]([CH3:16])([CH3:15])[CH3:14])(=[O:11])[C:1]1[CH:2]=[CH:3][CH:4]=[C:5]([C:55]([O-:58])=[O:57])[CH:6]=1, predict the reactants needed to synthesize it.